From a dataset of Catalyst prediction with 721,799 reactions and 888 catalyst types from USPTO. Predict which catalyst facilitates the given reaction. (1) Reactant: C([O:3][C:4]([C:6]1[C:7]([C:28]([F:31])([F:30])[F:29])=[N:8][N:9]([CH2:11][C:12]2[CH:13]=[C:14]3[C:18](=[CH:19][CH:20]=2)[CH2:17][C@H:16]([NH:21][S:22]([CH:25]([CH3:27])[CH3:26])(=[O:24])=[O:23])[CH2:15]3)[CH:10]=1)=O)C.[H-].[Al+3].[Li+].[H-].[H-].[H-]. Product: [OH:3][CH2:4][C:6]1[C:7]([C:28]([F:29])([F:31])[F:30])=[N:8][N:9]([CH2:11][C:12]2[CH:13]=[C:14]3[C:18](=[CH:19][CH:20]=2)[CH2:17][C@H:16]([NH:21][S:22]([CH:25]([CH3:27])[CH3:26])(=[O:24])=[O:23])[CH2:15]3)[CH:10]=1. The catalyst class is: 7. (2) Reactant: NC1C=CNN=1.O/[CH:8]=[C:9]1\[C:10](=[O:18])[NH:11][C:12]2[C:17]\1=[CH:16][CH:15]=[CH:14][CH:13]=2.[CH3:19][C:20]1[CH:21]=[C:22]([CH:30]=[CH:31][CH:32]=1)[CH2:23][C:24]1[CH:25]=[C:26]([NH2:29])[NH:27][N:28]=1. Product: [CH3:19][C:20]1[CH:21]=[C:22]([CH:30]=[CH:31][CH:32]=1)[CH2:23][C:24]1[CH:25]=[C:26]([NH:29][CH:8]=[C:9]2[C:17]3[C:12](=[CH:13][CH:14]=[CH:15][CH:16]=3)[NH:11][C:10]2=[O:18])[NH:27][N:28]=1. The catalyst class is: 7. (3) Reactant: [C:1]1([NH2:8])[C:2]([NH2:7])=[CH:3][CH:4]=[CH:5][CH:6]=1.C[Al](C)C.C[O:14][C:15]([C:17]1[CH:18]=[CH:19][C:20]2[C@:26]3([CH2:34][C:35]4[CH:40]=[CH:39][CH:38]=[CH:37][CH:36]=4)[CH2:27][CH2:28][C@@:29]([CH2:32][CH3:33])([OH:31])[CH2:30][C@@H:25]3[CH2:24][CH2:23][CH2:22][C:21]=2[CH:41]=1)=O.O. The catalyst class is: 260. Product: [NH2:7][C:2]1[CH:3]=[CH:4][CH:5]=[CH:6][C:1]=1[NH:8][C:15]([C:17]1[CH:18]=[CH:19][C:20]2[C@:26]3([CH2:34][C:35]4[CH:40]=[CH:39][CH:38]=[CH:37][CH:36]=4)[CH2:27][CH2:28][C@@:29]([CH2:32][CH3:33])([OH:31])[CH2:30][C@@H:25]3[CH2:24][CH2:23][CH2:22][C:21]=2[CH:41]=1)=[O:14]. (4) Product: [NH2:1][C:2]1[C:10]2[C:9]([CH3:11])=[C:8]([CH3:12])[N:7]=[N:6][C:5]=2[S:4][C:3]=1[C:13]([NH:69][CH:67]1[CH2:68][CH:66]1[C:63]1[CH:62]=[CH:61][C:60]([S:57]([CH3:56])(=[O:59])=[O:58])=[CH:65][CH:64]=1)=[O:15]. The catalyst class is: 3. Reactant: [NH2:1][C:2]1[C:10]2[C:9]([CH3:11])=[C:8]([CH3:12])[N:7]=[N:6][C:5]=2[S:4][C:3]=1[C:13]([OH:15])=O.C(N(CC)C(C)C)(C)C.CN(C(ON1N=NC2C=CC=NC1=2)=[N+](C)C)C.F[P-](F)(F)(F)(F)F.FC(F)(F)C(O)=O.[CH3:56][S:57]([C:60]1[CH:65]=[CH:64][C:63]([CH:66]2[CH2:68][CH:67]2[NH2:69])=[CH:62][CH:61]=1)(=[O:59])=[O:58]. (5) Reactant: [C:1]1([S:7]([C:10]2[CH:19]=[C:18]3[C:13]([C:14](=O)[CH2:15][CH2:16][O:17]3)=[CH:12][CH:11]=2)(=[O:9])=[O:8])[CH:6]=[CH:5][CH:4]=[CH:3][CH:2]=1.[C:21](P(=O)(OCC)OCC)#[N:22].[C-]#N.[Li+].O. Product: [C:1]1([S:7]([C:10]2[CH:19]=[C:18]3[C:13]([CH:14]([C:21]#[N:22])[CH2:15][CH2:16][O:17]3)=[CH:12][CH:11]=2)(=[O:9])=[O:8])[CH:6]=[CH:5][CH:4]=[CH:3][CH:2]=1. The catalyst class is: 7. (6) Reactant: [CH3:1][O:2][C:3](=[O:38])[C@H:4]([N:8]1[CH2:16][C:15]2[C:10](=[CH:11][C:12]([C:17]3[CH:22]=[CH:21][C:20]([NH:23][C:24]([NH:26][C:27]4[CH:32]=[CH:31][CH:30]=[C:29]([C:33]([F:36])([F:35])[F:34])[CH:28]=4)=[O:25])=[CH:19][CH:18]=3)=[CH:13][CH:14]=2)[C:9]1=[O:37])C(C)C.Br[C:40]1[CH:48]=C2C(CN(C3(C(OC)=O)CCCC3)C2=O)=[CH:42][CH:41]=1.CC1(C)C(C)(C)OB(C2C=CC(NC(NC3C=CC=C(C(F)(F)F)C=3)=O)=CC=2)O1. Product: [O:37]=[C:9]1[C:10]2[C:15](=[CH:14][CH:13]=[C:12]([C:17]3[CH:22]=[CH:21][C:20]([NH:23][C:24]([NH:26][C:27]4[CH:32]=[CH:31][CH:30]=[C:29]([C:33]([F:35])([F:34])[F:36])[CH:28]=4)=[O:25])=[CH:19][CH:18]=3)[CH:11]=2)[CH2:16][N:8]1[C:4]1([C:3]([O:2][CH3:1])=[O:38])[CH2:42][CH2:41][CH2:40][CH2:48]1. The catalyst class is: 462. (7) Reactant: [N+:1]([C:4]1[CH:9]=[CH:8][CH:7]=[CH:6][C:5]=1[NH2:10])([O-:3])=[O:2].[H-].[Na+].Br[CH2:14][C:15]1[CH:20]=[CH:19][CH:18]=[CH:17][CH:16]=1. Product: [CH2:14]([NH:10][C:5]1[CH:6]=[CH:7][CH:8]=[CH:9][C:4]=1[N+:1]([O-:3])=[O:2])[C:15]1[CH:20]=[CH:19][CH:18]=[CH:17][CH:16]=1. The catalyst class is: 1.